Dataset: Forward reaction prediction with 1.9M reactions from USPTO patents (1976-2016). Task: Predict the product of the given reaction. (1) Given the reactants [F:1][C:2]([F:11])([F:10])[C:3]1[CH:9]=[CH:8][CH:7]=[CH:6][C:4]=1[NH2:5].[K+].[Br-:13].B(O[O-])=O.O.[Na+].C(=O)(O)[O-].[Na+], predict the reaction product. The product is: [Br:13][C:8]1[CH:7]=[CH:6][C:4]([NH2:5])=[C:3]([C:2]([F:10])([F:11])[F:1])[CH:9]=1. (2) Given the reactants P(Cl)(Cl)(Cl)=O.[CH3:6][C:7]1[N:8]=[C:9]([CH3:26])[N:10]2[C:15]=1[C:14](=O)[NH:13][C:12]([C:17]1[CH:22]=[CH:21][C:20]([N+:23]([O-:25])=[O:24])=[CH:19][CH:18]=1)=[N:11]2.[NH:27]1[CH:31]=[N:30][CH:29]=[N:28]1, predict the reaction product. The product is: [CH3:6][C:7]1[N:8]=[C:9]([CH3:26])[N:10]2[C:15]=1[C:14]([N:27]1[CH:31]=[N:30][CH:29]=[N:28]1)=[N:13][C:12]([C:17]1[CH:22]=[CH:21][C:20]([N+:23]([O-:25])=[O:24])=[CH:19][CH:18]=1)=[N:11]2. (3) Given the reactants [F:1][C:2]1[CH:3]=[C:4]([C:10]2[N:11]=[C:12]([CH3:26])[C:13]3[C:18]([S:19][CH2:20][CH2:21][C:22]([O:24][CH3:25])=[O:23])=[CH:17][NH:16][C:14]=3[N:15]=2)[CH:5]=[CH:6][C:7]=1[O:8][CH3:9].[O-]P([O-])([O-])=O.[K+].[K+].[K+].I[C:36]1[CH:37]=[C:38]([CH:46]=[CH:47][CH:48]=1)[O:39][CH2:40][C:41]([N:43]([CH3:45])[CH3:44])=[O:42].CN[C@@H]1CCCC[C@H]1NC, predict the reaction product. The product is: [CH3:44][N:43]([CH3:45])[C:41](=[O:42])[CH2:40][O:39][C:38]1[CH:37]=[C:36]([N:16]2[C:14]3[N:15]=[C:10]([C:4]4[CH:5]=[CH:6][C:7]([O:8][CH3:9])=[C:2]([F:1])[CH:3]=4)[N:11]=[C:12]([CH3:26])[C:13]=3[C:18]([S:19][CH2:20][CH2:21][C:22]([O:24][CH3:25])=[O:23])=[CH:17]2)[CH:48]=[CH:47][CH:46]=1. (4) The product is: [O:31]([C:38]1[CH:39]=[C:40]([C:7]2[CH2:14][CH:13]3[CH2:15][CH:9]([CH2:10][N:11]([C:16]([O:18][CH2:19][CH3:20])=[O:17])[CH2:12]3)[CH:8]=2)[CH:41]=[N:42][CH:43]=1)[C:32]1[CH:33]=[CH:34][CH:35]=[CH:36][CH:37]=1. Given the reactants FC(F)(F)S(O[C:7]1[CH2:14][CH:13]2[CH2:15][CH:9]([CH2:10][N:11]([C:16]([O:18][CH2:19][CH3:20])=[O:17])[CH2:12]2)[CH:8]=1)(=O)=O.C(=O)([O-])[O-].[Na+].[Na+].[Cl-].[Li+].[O:31]([C:38]1[CH:39]=[C:40](B(O)O)[CH:41]=[N:42][CH:43]=1)[C:32]1[CH:37]=[CH:36][CH:35]=[CH:34][CH:33]=1, predict the reaction product. (5) Given the reactants [CH:1]1([O:6][C:7]2[C:12]3[O:13][C:14]([CH3:16])=[CH:15][C:11]=3[C:10]([CH:17]=[O:18])=[CH:9][CH:8]=2)[CH2:5][CH2:4][CH2:3][CH2:2]1.S(=O)(=O)([OH:21])N.Cl([O-])=O.[Na+], predict the reaction product. The product is: [CH:1]1([O:6][C:7]2[C:12]3[O:13][C:14]([CH3:16])=[CH:15][C:11]=3[C:10]([C:17]([OH:21])=[O:18])=[CH:9][CH:8]=2)[CH2:2][CH2:3][CH2:4][CH2:5]1. (6) Given the reactants [Br:1][C:2]1[CH:10]=[CH:9][C:8]([O:11][CH3:12])=[CH:7][C:3]=1[C:4]([OH:6])=[O:5].Cl.[CH3:14]O, predict the reaction product. The product is: [Br:1][C:2]1[CH:10]=[CH:9][C:8]([O:11][CH3:12])=[CH:7][C:3]=1[C:4]([O:6][CH3:14])=[O:5]. (7) Given the reactants [C:1]([NH:4][C:5]1[CH:10]=[CH:9][C:8]([C:11]2[C:16]([C:17]#[N:18])=[C:15]([NH2:19])[N:14]=[C:13]([S:20][CH2:21][C:22]3[N:27]=[C:26]([CH2:28][CH2:29][C:30](O)=[O:31])[CH:25]=[CH:24][CH:23]=3)[N:12]=2)=[CH:7][CH:6]=1)(=[O:3])[CH3:2].ON1C2C=CC=CC=2N=N1.[ClH:43].C(N=C=NCCCN(C)C)C.[C:55]([O:59][C:60]([N:62]1[CH2:67][CH2:66][CH:65]([CH2:68][N:69]2[CH2:74][CH2:73][NH:72][CH2:71][CH2:70]2)[CH2:64][CH2:63]1)=[O:61])([CH3:58])([CH3:57])[CH3:56], predict the reaction product. The product is: [ClH:43].[ClH:43].[C:1]([NH:4][C:5]1[CH:10]=[CH:9][C:8]([C:11]2[C:16]([C:17]#[N:18])=[C:15]([NH2:19])[N:14]=[C:13]([S:20][CH2:21][C:22]3[N:27]=[C:26]([CH2:28][CH2:29][C:30]([N:72]4[CH2:71][CH2:70][N:69]([CH2:68][CH:65]5[CH2:64][CH2:63][N:62]([C:60]([O:59][C:55]([CH3:58])([CH3:56])[CH3:57])=[O:61])[CH2:67][CH2:66]5)[CH2:74][CH2:73]4)=[O:31])[CH:25]=[CH:24][CH:23]=3)[N:12]=2)=[CH:7][CH:6]=1)(=[O:3])[CH3:2].